From a dataset of Full USPTO retrosynthesis dataset with 1.9M reactions from patents (1976-2016). Predict the reactants needed to synthesize the given product. (1) Given the product [CH3:1][C:2]1([CH3:27])[CH2:11][CH2:10][C:9]([CH3:12])([CH3:13])[C:8]2[CH:7]=[C:6]([C:14]3[N:19]=[C:18]([N:20]4[CH2:25][CH2:24][CH2:23][CH:22]([NH:26][CH2:29][CH2:30][CH2:31][OH:32])[CH2:21]4)[CH:17]=[CH:16][CH:15]=3)[CH:5]=[CH:4][C:3]1=2, predict the reactants needed to synthesize it. The reactants are: [CH3:1][C:2]1([CH3:27])[CH2:11][CH2:10][C:9]([CH3:13])([CH3:12])[C:8]2[CH:7]=[C:6]([C:14]3[N:19]=[C:18]([N:20]4[CH2:25][CH2:24][CH2:23][CH:22]([NH2:26])[CH2:21]4)[CH:17]=[CH:16][CH:15]=3)[CH:5]=[CH:4][C:3]1=2.Cl[CH2:29][CH2:30][CH2:31][OH:32].Cl. (2) Given the product [Br:1][C:2]1[CH:6]=[C:5]([C:7]([NH:11][C:12]2[CH:13]=[C:14]([C:15](=[O:16])[NH:17][CH:18]3[CH2:20][CH2:19]3)[CH:21]=[CH:22][C:23]=2[CH3:24])=[O:9])[S:4][CH:3]=1, predict the reactants needed to synthesize it. The reactants are: [Br:1][C:2]1[CH:6]=[C:5]([C:7]([OH:9])=O)[S:4][CH:3]=1.Cl.[NH2:11][C:12]1[CH:13]=[C:14]([CH:21]=[CH:22][C:23]=1[CH3:24])[C:15]([NH:17][CH:18]1[CH2:20][CH2:19]1)=[O:16]. (3) Given the product [CH3:6][O:5][C:3](=[O:4])[C@H:2]([O:1][Si:13]([C:9]([CH3:12])([CH3:11])[CH3:10])([C:21]1[CH:22]=[CH:23][CH:24]=[CH:25][CH:26]=1)[C:15]1[CH:20]=[CH:19][CH:18]=[CH:17][CH:16]=1)[CH2:7][CH3:8], predict the reactants needed to synthesize it. The reactants are: [OH:1][C@H:2]([CH2:7][CH3:8])[C:3]([O:5][CH3:6])=[O:4].[C:9]([Si:13]([C:21]1[CH:26]=[CH:25][CH:24]=[CH:23][CH:22]=1)([C:15]1[CH:20]=[CH:19][CH:18]=[CH:17][CH:16]=1)Cl)([CH3:12])([CH3:11])[CH3:10].N1C=CN=C1. (4) Given the product [Br:1][C:2]1[CH:7]=[CH:6][C:5]([N:8]2[CH2:9][CH2:10][C:11]([CH3:15])([OH:14])[CH2:12][CH2:13]2)=[CH:4][CH:3]=1, predict the reactants needed to synthesize it. The reactants are: [Br:1][C:2]1[CH:7]=[CH:6][C:5]([N:8]2[CH2:13][CH2:12][C:11](=[O:14])[CH2:10][CH2:9]2)=[CH:4][CH:3]=1.[CH3:15][Mg]Cl. (5) The reactants are: C[O:2][C:3]1[CH:4]=[C:5]2[C:10](=[CH:11][CH:12]=1)[CH:9]([CH2:13][C:14]([O:16][CH2:17][CH3:18])=[O:15])[CH2:8][CH2:7][CH2:6]2.B(Br)(Br)Br. Given the product [OH:2][C:3]1[CH:4]=[C:5]2[C:10](=[CH:11][CH:12]=1)[CH:9]([CH2:13][C:14]([O:16][CH2:17][CH3:18])=[O:15])[CH2:8][CH2:7][CH2:6]2, predict the reactants needed to synthesize it. (6) Given the product [ClH:24].[NH:35]=[C:12]([N:11]1[CH2:7][CH2:8][CH2:9][CH2:10]1)[C:13]1[CH:23]=[CH:20][C:31]([OH:34])=[CH:30][CH:29]=1, predict the reactants needed to synthesize it. The reactants are: [H-].[Na+].C(C1C=[C:7]([NH:11][C:12](=O)[CH3:13])[CH:8]=[CH:9][CH:10]=1)#N.BrCC(O[C:20]([CH3:23])(C)C)=O.[ClH:24].O1[CH2:30][CH2:29]OCC1.[C:31](=[O:34])([O-])[O-].[NH4+:35].[NH4+]. (7) Given the product [CH3:28][O:27][CH2:26][C:23]1[CH:24]=[CH:25][C:20]([C:19]2[C:14]([N:11]3[CH2:12][CH2:13][NH:8][CH2:9][CH2:10]3)=[N:15][CH:16]=[CH:17][N:18]=2)=[CH:21][CH:22]=1, predict the reactants needed to synthesize it. The reactants are: C(OC([N:8]1[CH2:13][CH2:12][N:11]([C:14]2[C:19]([C:20]3[CH:25]=[CH:24][C:23]([CH2:26][O:27][CH3:28])=[CH:22][CH:21]=3)=[N:18][CH:17]=[CH:16][N:15]=2)[CH2:10][CH2:9]1)=O)(C)(C)C.FC(F)(F)C(O)=O. (8) Given the product [F:1][C:2]1[CH:8]=[CH:7][C:6]([CH3:17])=[C:4]([N:5]2[CH2:15][CH2:14][NH:13][CH2:12][CH2:11]2)[CH:3]=1, predict the reactants needed to synthesize it. The reactants are: [F:1][C:2]1[CH:3]=[C:4]([CH:6]=[C:7](C)[CH:8]=1)[NH2:5].Cl[CH2:11][CH2:12][NH:13][CH2:14][CH2:15]Cl.[C:17]1(C)C(C)=CC=CC=1. (9) Given the product [NH2:1][C@@:2]1([C:30]2[CH:35]=[CH:34][C:33]([F:36])=[CH:32][C:31]=2[F:38])[CH2:6][O:5][C@H:4]([CH2:7][O:8][C:9]([C:16]2[CH:21]=[CH:20][CH:19]=[CH:18][CH:17]=2)([C:22]2[CH:27]=[CH:26][CH:25]=[CH:24][CH:23]=2)[C:10]2[CH:11]=[CH:12][CH:13]=[CH:14][CH:15]=2)[C@H:3]1[CH2:28][OH:29], predict the reactants needed to synthesize it. The reactants are: [NH2:1][C@@:2]1([C:30]2[CH:35]=[CH:34][C:33]([F:36])=[C:32](Cl)[C:31]=2[F:38])[CH2:6][O:5][C@H:4]([CH2:7][O:8][C:9]([C:22]2[CH:27]=[CH:26][CH:25]=[CH:24][CH:23]=2)([C:16]2[CH:21]=[CH:20][CH:19]=[CH:18][CH:17]=2)[C:10]2[CH:15]=[CH:14][CH:13]=[CH:12][CH:11]=2)[C@H:3]1[CH2:28][OH:29].C([O-])=O.[NH4+].